From a dataset of Forward reaction prediction with 1.9M reactions from USPTO patents (1976-2016). Predict the product of the given reaction. (1) Given the reactants Cl[C:2]1C=CC(C2C3C(=O)N(C)C=CC=3C3C(C)=NOC=3CN=2)=CC=1.[Cl:25][C:26]1[CH:31]=[CH:30][C:29]([C:32]2[C:33]3[NH:46][C:45](=[O:47])[CH:44]=[CH:43][C:34]=3[C:35]3[C:41]([CH3:42])=[N:40][O:39][C:36]=3[CH2:37][N:38]=2)=[CH:28][CH:27]=1.ClC1C=CC(C2C3C(=O)NC=CC=3C3C(C)=NOC=3CN=2)=CC=1, predict the reaction product. The product is: [Cl:25][C:26]1[CH:31]=[CH:30][C:29]([C:32]2[C:33]3[N:46]([CH3:2])[C:45](=[O:47])[CH:44]=[CH:43][C:34]=3[C:35]3[C:41]([CH3:42])=[N:40][O:39][C:36]=3[CH2:37][N:38]=2)=[CH:28][CH:27]=1. (2) Given the reactants [CH3:1][C:2]1[CH:8]=[CH:7][CH:6]=[CH:5][C:3]=1[NH2:4].[F:9][C:10]([F:20])([F:19])[C:11](=O)[CH2:12][C:13](OCC)=[O:14].O, predict the reaction product. The product is: [F:9][C:10]([F:20])([F:19])[C:11]1[CH:12]=[C:13]([OH:14])[C:5]2[C:3](=[C:2]([CH3:1])[CH:8]=[CH:7][CH:6]=2)[N:4]=1. (3) Given the reactants [CH2:1]([O:7][C:8]1[CH:15]=[CH:14][C:11]([CH:12]=O)=[CH:10][CH:9]=1)[CH2:2][CH2:3][CH2:4][CH2:5][CH3:6].[CH3:16][O:17][C:18](=[O:39])[CH:19]=P(C1C=CC=CC=1)(C1C=CC=CC=1)C1C=CC=CC=1, predict the reaction product. The product is: [CH3:16][O:17][C:18](=[O:39])/[CH:19]=[CH:12]/[C:11]1[CH:14]=[CH:15][C:8]([O:7][CH2:1][CH2:2][CH2:3][CH2:4][CH2:5][CH3:6])=[CH:9][CH:10]=1.